From a dataset of Experimentally validated miRNA-target interactions with 360,000+ pairs, plus equal number of negative samples. Binary Classification. Given a miRNA mature sequence and a target amino acid sequence, predict their likelihood of interaction. (1) The miRNA is hsa-miR-1303 with sequence UUUAGAGACGGGGUCUUGCUCU. The protein sequence of the target gene is MVSHSELRKLFYSADAVCFDVDSTVIREEGIDELAKICGVEDAVSEMTRRAMGGAVPFKAALTERLALIQPSREQVQRLIAEQPPHLTPGIRELVSRLQERNVQVFLISGGFRSIVEHVASKLNIPATNVFANRLKFYFNGEYAGFDETQPTAESGGKGKVIKLLKEKFHFKKIIMIGDGATDMEACPPADAFIGFGGNVIRQQVKDNAKWYITDFVELLGELEE. Result: 1 (interaction). (2) Result: 0 (no interaction). The miRNA is hsa-miR-216b-5p with sequence AAAUCUCUGCAGGCAAAUGUGA. The protein sequence of the target gene is MGSASPGLSSVSPSHLLLPPDTVSRTGLEKAAAGAVGLERRDWSPSPPATPEQGLSAFYLSYFDMLYPEDSSWAAKAPGASSREEPPEEPEQCPVIDSQAPAGSLDLVPGGLTLEEHSLEQVQSMVVGEVLKDIETACKLLNITADPMDWSPSNVQKWLLWTEHQYRLPPMGKAFQELAGKELCAMSEEQFRQRSPLGGDVLHAHLDIWKSAAWMKERTSPGAIHYCASTSEESWTDSEVDSSCSGQPIHLWQFLKELLLKPHSYGRFIRWLNKEKGIFKIEDSAQVARLWGIRKNRPAM.... (3) The miRNA is cel-miR-354-3p with sequence ACCUUGUUUGUUGCUGCUCCU. The protein sequence of the target gene is MAAVAVLRNDSLQAFLQDRTPSASPDLGKHSPLALLAATCSRIGQPGAAAAPDFLQVPYDPALGSPSRLFHPWTADMPAHSPGALPPPHPSLGLTPQKTHLQPSFGAAHELPLTPPADPSYPYEFSPVKMLPSSMAALPASCAPAYVPYAAQAALPPGYSNLLPPPPPPPPPPTCRQLSPAPAPDDLPWWSIPQSGAGPGSSGVPGTSLSSACAGPPHAPRFPASAAAAAAAAAALQRGLVLGPSDFAQYQSQIAALLQTKAPLAATARRCRRCRCPNCQAAGGAPEAEPGKKKQHVCHV.... Result: 0 (no interaction).